This data is from Reaction yield outcomes from USPTO patents with 853,638 reactions. The task is: Predict the reaction yield, written as a fraction of the theoretical maximum amount of product (1.0 means a 100% yield; for example, 0.34 means a 34% yield). (1) The reactants are [Cl:1][C:2]1[C:10]2[N:9]=[C:8]3[N:11]([C:16]4[CH:21]=[CH:20][C:19]([S:22][CH3:23])=[CH:18][C:17]=4[CH3:24])[CH2:12][CH2:13][CH2:14][CH2:15][N:7]3[C:6]=2[C:5]([CH:25]([CH2:28][CH3:29])[CH2:26][CH3:27])=[CH:4][CH:3]=1.ClC1C=CC=C(C(OO)=[O:38])C=1.C(=O)([O-])O.[Na+]. The catalyst is ClCCl. The product is [Cl:1][C:2]1[C:10]2[N:9]=[C:8]3[N:11]([C:16]4[CH:21]=[CH:20][C:19]([S:22]([CH3:23])=[O:38])=[CH:18][C:17]=4[CH3:24])[CH2:12][CH2:13][CH2:14][CH2:15][N:7]3[C:6]=2[C:5]([CH:25]([CH2:28][CH3:29])[CH2:26][CH3:27])=[CH:4][CH:3]=1. The yield is 0.290. (2) The reactants are [O:1]1CCCC1.B.[CH2:7]([C@@:9]12[CH2:33][CH2:32][C@@:31]([C:35]([F:38])([F:37])[F:36])([OH:34])[CH2:30][C@H:10]1[CH2:11][CH:12]=[CH:13][C:14]1[C:15]2=[CH:16][C:17]2[CH:18]=[N:19][N:20]([C:23]3[CH:28]=[CH:27][C:26]([F:29])=[CH:25][CH:24]=3)[C:21]=2[CH:22]=1)[CH3:8].[OH-].[Na+].OO. The catalyst is C1COCC1. The product is [CH2:7]([C@@:9]12[CH2:33][CH2:32][C@@:31]([C:35]([F:38])([F:37])[F:36])([OH:34])[CH2:30][C@H:10]1[CH2:11][CH2:12][C@@H:13]([OH:1])[C:14]1[C:15]2=[CH:16][C:17]2[CH:18]=[N:19][N:20]([C:23]3[CH:24]=[CH:25][C:26]([F:29])=[CH:27][CH:28]=3)[C:21]=2[CH:22]=1)[CH3:8]. The yield is 0.0900. (3) The reactants are [Cl-].O[NH3+:3].[C:4](=[O:7])([O-])[OH:5].[Na+].CS(C)=O.[O:13]=[C:14]1[C:19]([CH2:20][C:21]2[CH:26]=[CH:25][C:24]([C:27]3[C:28]([C:33]#[N:34])=[CH:29][CH:30]=[CH:31][CH:32]=3)=[CH:23][CH:22]=2)=[C:18]([CH2:35][CH2:36][CH3:37])[N:17]2[N:38]=[CH:39][N:40]=[C:16]2[N:15]1[CH2:41][CH2:42][CH3:43]. The catalyst is C(OCC)(=O)C. The product is [O:7]=[C:4]1[O:5][N:3]=[C:33]([C:28]2[CH:29]=[CH:30][CH:31]=[CH:32][C:27]=2[C:24]2[CH:23]=[CH:22][C:21]([CH2:20][C:19]3[C:14](=[O:13])[N:15]([CH2:41][CH2:42][CH3:43])[C:16]4[N:17]([N:38]=[CH:39][N:40]=4)[C:18]=3[CH2:35][CH2:36][CH3:37])=[CH:26][CH:25]=2)[NH:34]1. The yield is 0.450. (4) The reactants are [O:1]1[C:5]2[CH:6]=[CH:7][C:8]([C:10]3([C:13]([NH:15][C:16]4[CH:21]=[CH:20][C:19]([CH2:22][OH:23])=[C:18](Br)[CH:17]=4)=[O:14])[CH2:12][CH2:11]3)=[CH:9][C:4]=2[O:3][CH2:2]1.[CH3:25][N:26]([CH3:38])[C:27]([C:29]1[CH:34]=[CH:33][C:32](B(O)O)=[CH:31][CH:30]=1)=[O:28].C([O-])([O-])=O.[K+].[K+]. The catalyst is CN(C)C=O. The product is [O:1]1[C:5]2[CH:6]=[CH:7][C:8]([C:10]3([C:13]([NH:15][C:16]4[CH:21]=[CH:20][C:19]([CH2:22][OH:23])=[C:18]([C:32]5[CH:33]=[CH:34][C:29]([C:27]([N:26]([CH3:38])[CH3:25])=[O:28])=[CH:30][CH:31]=5)[CH:17]=4)=[O:14])[CH2:12][CH2:11]3)=[CH:9][C:4]=2[O:3][CH2:2]1. The yield is 0.340. (5) The yield is 0.480. The product is [Br:1][C:2]1[CH:7]=[CH:6][C:5]([C@@H:13]2[CH2:14][CH2:15][C:11](=[O:16])[CH2:12]2)=[CH:4][CH:3]=1. The catalyst is C1C=CC(P(C2C=CC3C(=CC=CC=3)C=2C2C3C(=CC=CC=3)C=CC=2P(C2C=CC=CC=2)C2C=CC=CC=2)C2C=CC=CC=2)=CC=1.O1CCOCC1. The reactants are [Br:1][C:2]1[CH:7]=[CH:6][C:5](B(O)O)=[CH:4][CH:3]=1.[C:11]1(=[O:16])[CH2:15][CH2:14][CH:13]=[CH:12]1. (6) The reactants are [C:1]([C:5]1[CH:9]=[C:8]([NH:10][C:11](=[O:36])[NH:12][C:13]2[C:22]3[C:17](=[CH:18][CH:19]=[CH:20][CH:21]=3)[C:16]([O:23][CH2:24][C:25]3[CH:30]=[CH:29][N:28]=[C:27]([NH:31][C:32](=[O:35])[CH2:33]Cl)[CH:26]=3)=[CH:15][CH:14]=2)[N:7]([C:37]2[CH:42]=[CH:41][C:40]([CH3:43])=[CH:39][CH:38]=2)[N:6]=1)([CH3:4])([CH3:3])[CH3:2].C[CH2:45][N:46](C(C)C)[CH:47](C)C.CNC. The catalyst is C(Cl)Cl.CN(C=O)C. The product is [C:1]([C:5]1[CH:9]=[C:8]([NH:10][C:11](=[O:36])[NH:12][C:13]2[C:22]3[C:17](=[CH:18][CH:19]=[CH:20][CH:21]=3)[C:16]([O:23][CH2:24][C:25]3[CH:30]=[CH:29][N:28]=[C:27]([NH:31][C:32](=[O:35])[CH2:33][N:46]([CH3:47])[CH3:45])[CH:26]=3)=[CH:15][CH:14]=2)[N:7]([C:37]2[CH:42]=[CH:41][C:40]([CH3:43])=[CH:39][CH:38]=2)[N:6]=1)([CH3:4])([CH3:3])[CH3:2]. The yield is 0.350. (7) The reactants are C(OC(=O)[NH:7][C:8]1[CH:20]=[CH:19][C:18]2[C:17]3[C:12](=[C:13]([C:28](=[O:30])[NH2:29])[CH:14]=[C:15]([C:21]4[C:22]([CH3:27])=[N:23][O:24][C:25]=4[CH3:26])[CH:16]=3)[N:11]([CH2:31][CH:32]3[CH2:34][CH2:33]3)[C:10]=2[CH:9]=1)(C)(C)C.C(O)(C(F)(F)F)=O. The catalyst is C(Cl)Cl. The product is [NH2:7][C:8]1[CH:9]=[C:10]2[C:18]([C:17]3[CH:16]=[C:15]([C:21]4[C:22]([CH3:27])=[N:23][O:24][C:25]=4[CH3:26])[CH:14]=[C:13]([C:28]([NH2:29])=[O:30])[C:12]=3[N:11]2[CH2:31][CH:32]2[CH2:34][CH2:33]2)=[CH:19][CH:20]=1. The yield is 0.910. (8) The reactants are [Br:1][C:2]1[C:14]([CH3:15])=[CH:13][C:5]([C:6]([N:8]=[CH:9][N:10](C)C)=O)=[C:4]([F:16])[CH:3]=1.O.[NH2:18]N. The catalyst is C(O)(=O)C. The product is [Br:1][C:2]1[C:14]([CH3:15])=[CH:13][C:5]([C:6]2[N:8]=[CH:9][NH:10][N:18]=2)=[C:4]([F:16])[CH:3]=1. The yield is 0.680. (9) The reactants are Cl[C:2]1[N:3]=[C:4]([N:22]2[CH2:27][CH2:26][O:25][CH2:24][CH2:23]2)[C:5]2[S:10][C:9]([CH2:11][N:12]([CH3:20])[CH:13]3[CH2:18][CH2:17][N:16]([CH3:19])[CH2:15][CH2:14]3)=[C:8]([CH3:21])[C:6]=2[N:7]=1.[NH2:28][C:29]1[N:34]=[CH:33][C:32](C2N=C(N3CCOCC3)C3SC(CN4CCC(C(NC)=O)CC4)=CC=3N=2)=[CH:31][N:30]=1. No catalyst specified. The product is [CH3:19][N:16]1[CH2:17][CH2:18][CH:13]([N:12]([CH2:11][C:9]2[S:10][C:5]3[C:4]([N:22]4[CH2:27][CH2:26][O:25][CH2:24][CH2:23]4)=[N:3][C:2]([C:32]4[CH:31]=[N:30][C:29]([NH2:28])=[N:34][CH:33]=4)=[N:7][C:6]=3[C:8]=2[CH3:21])[CH3:20])[CH2:14][CH2:15]1. The yield is 0.0500.